Dataset: Full USPTO retrosynthesis dataset with 1.9M reactions from patents (1976-2016). Task: Predict the reactants needed to synthesize the given product. Given the product [C:12]([O:8][CH2:3][CH3:7])(=[O:11])[CH3:13].[CH3:3][CH2:4][CH2:23][CH:20]([CH3:21])[CH3:22].[C:12]([O:11][C:9]([CH2:1][NH:2][CH:5]1[CH2:6][CH2:7][C:3](=[O:8])[CH2:4]1)=[O:10])([CH3:15])([CH3:14])[CH3:13], predict the reactants needed to synthesize it. The reactants are: [CH3:1][NH2:2].[C:3]1(=[O:8])[CH2:7][CH2:6][CH:5]=[CH:4]1.[C:9](OC(O[C:20]([CH3:23])([CH3:22])[CH3:21])=O)([O:11][C:12]([CH3:15])([CH3:14])[CH3:13])=[O:10].